Task: Predict the product of the given reaction.. Dataset: Forward reaction prediction with 1.9M reactions from USPTO patents (1976-2016) (1) Given the reactants [NH2:1][C:2]1[S:6][C:5]2[CH:7]=[CH:8][CH:9]=[CH:10][C:4]=2[C:3]=1[C:11]#[N:12].F[C:14]1[CH:19]=[CH:18][C:17]([C:20]([F:23])([F:22])[F:21])=[CH:16][C:15]=1[N+:24]([O-:26])=[O:25].[OH-].[Li+].O, predict the reaction product. The product is: [N+:24]([C:15]1[CH:16]=[C:17]([C:20]([F:21])([F:22])[F:23])[CH:18]=[CH:19][C:14]=1[NH:1][C:2]1[S:6][C:5]2[CH:7]=[CH:8][CH:9]=[CH:10][C:4]=2[C:3]=1[C:11]#[N:12])([O-:26])=[O:25]. (2) Given the reactants [C:1]([O:5][C:6]([N:8]1[CH2:13][CH2:12][CH2:11][CH2:10][CH:9]1[CH2:14][C:15]([OH:17])=[O:16])=[O:7])([CH3:4])([CH3:3])[CH3:2].Br[CH2:19][C:20]([C:22]1[CH:27]=[CH:26][C:25]([F:28])=[CH:24][CH:23]=1)=[O:21], predict the reaction product. The product is: [C:1]([O:5][C:6]([N:8]1[CH2:13][CH2:12][CH2:11][CH2:10][CH:9]1[CH2:14][C:15]([O:17][CH2:19][C:20]([C:22]1[CH:27]=[CH:26][C:25]([F:28])=[CH:24][CH:23]=1)=[O:21])=[O:16])=[O:7])([CH3:4])([CH3:2])[CH3:3].